Dataset: Experimentally validated miRNA-target interactions with 360,000+ pairs, plus equal number of negative samples. Task: Binary Classification. Given a miRNA mature sequence and a target amino acid sequence, predict their likelihood of interaction. The miRNA is hsa-miR-4504 with sequence UGUGACAAUAGAGAUGAACAUG. The protein sequence of the target gene is MTAASRANPYSIVSSEEDGLHLVTMSGANGFGNGKVHTRRRCRNRFVKKNGQCNIEFANMDEKSQRYLADMFTTCVDIRWRYMLLIFSLAFLASWLLFGIIFWVIAVAHGDLEPAEGRGRTPCVLQVHGFMAAFLFSIETQTTIGYGLRCVTEECPVAVFMVVAQSIVGCIIDSFMIGAIMAKMARPKKRAQTLLFSHNAVVALRDGKLCLMWRVGNLRKSHIVEAHVRAQLIKPRVTEEGEYIPLDQIDIDVGFDKGLDRIFLVSPITILHEIDEASPLFGISRQDLETDDFEIVVILE.... Result: 0 (no interaction).